From a dataset of Full USPTO retrosynthesis dataset with 1.9M reactions from patents (1976-2016). Predict the reactants needed to synthesize the given product. (1) Given the product [C:29]1([CH3:44])[CH:30]=[CH:31][C:32]([S:35]([O:38][C@H:39]([CH3:43])[C:40]([N:1]2[C:9]3[CH2:8][CH2:7][CH2:6][CH2:5][C:4]=3[CH2:3][C@H:2]2[C:10]([O:12][CH2:13][C:14]2[CH:19]=[CH:18][CH:17]=[CH:16][CH:15]=2)=[O:11])=[O:41])(=[O:36])=[O:37])=[CH:33][CH:34]=1, predict the reactants needed to synthesize it. The reactants are: [NH:1]1[C:9]2[CH2:8][CH2:7][CH2:6][CH2:5][C:4]=2[CH2:3][C@H:2]1[C:10]([O:12][CH2:13][C:14]1[CH:19]=[CH:18][CH:17]=[CH:16][CH:15]=1)=[O:11].C(N(C(C)C)CC)(C)C.[C:29]1([CH3:44])[CH:34]=[CH:33][C:32]([S:35]([O:38][C@H:39]([CH3:43])[C:40](Cl)=[O:41])(=[O:37])=[O:36])=[CH:31][CH:30]=1. (2) Given the product [CH3:9][O:10][C:11]1[CH:12]=[C:13]2[C:17](=[CH:18][CH:19]=1)[C:16](=[N:3][OH:2])[C:15]1([CH2:28][C:27]3[C:22](=[CH:23][CH:24]=[C:25]([O:29][CH3:30])[CH:26]=3)[CH2:21]1)[CH2:14]2, predict the reactants needed to synthesize it. The reactants are: Cl.[OH:2][NH2:3].C([O-])(=O)C.[Na+].[CH3:9][O:10][C:11]1[CH:12]=[C:13]2[C:17](=[CH:18][CH:19]=1)[C:16](=O)[C:15]1([CH2:28][C:27]3[C:22](=[CH:23][CH:24]=[C:25]([O:29][CH3:30])[CH:26]=3)[CH2:21]1)[CH2:14]2. (3) Given the product [NH2:31][C@@H:28]1[CH2:29][CH2:30][C@H:25]([NH:24][C:17]2[N:16]=[C:15]([NH:11][C:10]3[CH:12]=[CH:13][C:7]([N:4]4[CH2:3][CH2:2][O:1][CH2:6][CH2:5]4)=[CH:8][CH:9]=3)[N:20]=[C:19]3[NH:21][N:22]=[CH:23][C:18]=23)[CH2:26][CH2:27]1, predict the reactants needed to synthesize it. The reactants are: [O:1]1[CH2:6][CH2:5][N:4]([C:7]2[CH:13]=[CH:12][C:10]([NH2:11])=[CH:9][CH:8]=2)[CH2:3][CH2:2]1.Cl[C:15]1[N:20]=[C:19]2[NH:21][N:22]=[CH:23][C:18]2=[C:17]([NH:24][C@@H:25]2[CH2:30][CH2:29][C@H:28]([NH:31]C(=O)OC(C)(C)C)[CH2:27][CH2:26]2)[N:16]=1. (4) Given the product [CH2:1]([NH:5][C:6]1[N:11]2[N:12]=[C:13]([C:23]3[CH:24]=[CH:25][C:26]([F:29])=[CH:27][CH:28]=3)[C:14]([C:15]3[CH:20]=[CH:19][N:18]=[C:17]([S:21]([CH3:22])=[O:38])[N:16]=3)=[C:10]2[CH:9]=[CH:8][CH:7]=1)[CH2:2][CH2:3][CH3:4], predict the reactants needed to synthesize it. The reactants are: [CH2:1]([NH:5][C:6]1[N:11]2[N:12]=[C:13]([C:23]3[CH:28]=[CH:27][C:26]([F:29])=[CH:25][CH:24]=3)[C:14]([C:15]3[CH:20]=[CH:19][N:18]=[C:17]([S:21][CH3:22])[N:16]=3)=[C:10]2[CH:9]=[CH:8][CH:7]=1)[CH2:2][CH2:3][CH3:4].ClC1C=CC=C(C(OO)=[O:38])C=1.